This data is from Experimentally validated miRNA-target interactions with 360,000+ pairs, plus equal number of negative samples. The task is: Binary Classification. Given a miRNA mature sequence and a target amino acid sequence, predict their likelihood of interaction. (1) The miRNA is cel-let-7-5p with sequence UGAGGUAGUAGGUUGUAUAGUU. The protein sequence of the target gene is MGKGQPKEPKIEQSVVDLCKRTVAMNLLQCYPTTTVDEMNCEEWGNGTESTQSVAACQGCIELRKEVTDLRQAVNLILPMLPLYPTIGNGFNATGLAAQPTLQHVIQQSLLRKRPVAQTPTVPQPECPGQIRPVLSSPAAALQNVIMLNPWIMGSSLKPASPTLPNGQIPTTIGETSLQGTDDQTVKWIGPSSVDSNGQKTDSSAASAGDNQNIDVIGDGSESPTSSNHSAQEIALMTSQQTFLNALKDSSFLFTNPVPTVETAPPLRVAPPINGTTNGTAKAGGPERKPRKPVNDDIVK.... Result: 1 (interaction). (2) The miRNA is hsa-miR-5094 with sequence AAUCAGUGAAUGCCUUGAACCU. The protein sequence of the target gene is MEAVIEKECSALGGLFQTIISDMKGSYPVWEDFINKAGKLQSQLRTTVVAAAAFLDAFQKVADMATNTRGGTREIGSALTRMCMRHRSIEAKLRQFSSALIDCLINPLQEQMEEWKKVANQLDKDHAKEYKKARQEIKNKSSDTLKLQKKAKKVDAQGRGDIQPQLDSALQDVNDKYLLLEETEKQAVRKALIEERGRFCTFISMLRPVIEEEISMLGEITHLQTISEDLKSLTMDPHKLPSSSEQVILDLKGSDYSWSYQTPPSSPSTTMSRKSSVCSSLNSVNSSDSRSSGSHSHSPS.... Result: 0 (no interaction). (3) The miRNA is hsa-miR-7154-3p with sequence AGGAGGACAAGUUGUGGGAU. The protein sequence of the target gene is MATYSLANERLRALEDIEREIGAILQNAGTVILELSKEKTNERLLDRQAAAFTASVQHVEAELSAQIRYLTQVATGQPHEGSSYSSRKDCQMALKRVDYARLKLSDVARTCEQMLEN. Result: 0 (no interaction). (4) The miRNA is mmu-miR-3968 with sequence CGAAUCCCACUCCAGACACCA. The protein sequence of the target gene is MSSHKTFTIKRFLAKKQKQNRPIPQWIQMKPGSKIRYNSKRRHWRRTKLGL. Result: 0 (no interaction). (5) The miRNA is hsa-miR-3689d with sequence GGGAGGUGUGAUCUCACACUCG. The protein sequence of the target gene is MSVAFASARPRGKGEVTQQTIQKMLDENHHLIQCILEYQSKGKTAECTQYQQILHRNLVYLATIADSNQNMQSLLPAPPTQNMNLGPGALTQSGSSQGLHSQGSLSDAISTGLPPSSLLQGQIGNGPSHVSMQQTAPNTLPTTSMSISGPGYSHAGPASQGVPMQGQGTIGNYVSRTNINMQSNPVSMMQQQAATSHYSSAQGGSQHYQGQSSIAMMGQGSQGSSMMGQRPMAPYRPSQQGSSQQYLGQEEYYGEQYSHSQGAAEPMGQQYYPDGHGDYAYQQSSYTEQSYDRSFEESTQ.... Result: 0 (no interaction). (6) The miRNA is hsa-miR-1289 with sequence UGGAGUCCAGGAAUCUGCAUUUU. The protein sequence of the target gene is MAARSPPSPHPSPPARQLGPRSPRVGRGAEVHAMRSEASGFAGAAREVVADESDKIWVGEEGSGGRRGPGGAAPAHAPLLSAPMGSRRLEGISVEEAMVTRTQLLEEELSSLKEELALCQADKEFVWSLWKRLQVTNPDLTQVVSLVVEREKQKSEAKDRKVLEILQVKDAKIQEFEQRESVLKQEINDLVKRKIAVDEENAFLRKEFSDLEKKFKDKSQEIKDTKECVQNKEEQNRLVIKNLEEENKKLSTRCTDLLNDLEKLRKQEAHLRKEKYSTDAKIKTFEDNLIEARKEVEVSQ.... Result: 0 (no interaction). (7) The miRNA is hsa-miR-2278 with sequence GAGAGCAGUGUGUGUUGCCUGG. The protein sequence of the target gene is MEPRAVAEAVETGEEDVIMEALRSYNQEHSQSFTFDDAQQEDRKRLAELLVSVLEQGLPPSHRVIWLQSVRILSRDRNCLDPFTSRQSLQALACYADISVSEGSVPESADMDVVLESLKCLCNLVLSSPVAQMLAAEARLVVKLTERVGLYRERSFPHDVQFFDLRLLFLLTALRTDVRQQLFQELKGVRLLTDTLELTLGVTPEGNPPPTLLPSQETERAMEILKVLFNITLDSIKGEVDEEDAALYRHLGTLLRHCVMIATAGDRTEEFHGHAVNLLGNLPLKCLDVLLTLEPHGDST.... Result: 0 (no interaction). (8) The miRNA is mmu-miR-3097-5p with sequence CACAGGUGGGAAGUGUGUGUCCA. The protein sequence of the target gene is MVEKILIHRILTLFPNAIARKLLLMLTFILIFWIIYLASKDHTKFSFNLENHIILNQGNIFKKYSHSETPLCPAVSPKETELRIKDIMEKLDQQIPPRPFTHVNTTTSATHSTATILNPQDTYCRGDQLDILLEVRDHLGHRKQYGGDFLRARMYSTALMAGASGKVTDFNNGTYLVSFTLFWEGQVSLSLLLIHPSEGVSALWRARNQGCDRIIFTGLFANRSSNVFTECGLTLNTNAELCQYMDDRDQEAFYCVRPQHMPCEALTHMTTRTRNISYLSKEEWRLFHRSNIGVEMMKNF.... Result: 0 (no interaction). (9) The miRNA is hsa-miR-4319 with sequence UCCCUGAGCAAAGCCAC. The protein sequence of the target gene is MAPPLRPLARLRPPGMLLRALLLLLLLSPLPGVWCFSELSFVKEPQDVTVTRKDPVVLDCQAHGEVPIKVTWLKNGAKMSENKRIEVLSNGSLYISEVEGRRGEQSDEGFYQCLAMNKYGAILSQKAHLALSTISAFEVQPISTEVHEGGVARFACKISSHPPAVITWEFNRTTLPMTMDRITALPTGVLQIYDVSQRDSGNYRCIAATVAHRRKSMEASLTVIPAKESKSFHTPTIIAGPQNITTSLHQTVVLECMATGNPKPIISWSRLDHKSIDVFNTRVLGNGNLMISDVRLQHAG.... Result: 0 (no interaction). (10) The miRNA is hsa-miR-3610 with sequence GAAUCGGAAAGGAGGCGCCG. The protein sequence of the target gene is MGSQGSPVKSYDYLLKFLLVGDSDVGKGEILESLQDGAAESPYAYSNGIDYKTTTILLDGRRVKLELWDTSGQGRFCTIFRSYSRGAQGILLVYDITNRWSFDGIDRWIKEIDEHAPGVPRILVGNRLHLAFKRQVPTEQARAYAEKNCMTFFEVSPLCNFNVIESFTELSRIVLMRHGMEKIWRPNRVFSLQDLCCRAIVSCTPVHLIDKLPLPVTIKSHLKSFSMANGMNAVMMHGRSYSLASGAGGGGSKGNSLKRSKSIRPPQSPPQNCSRSNCKIS. Result: 0 (no interaction).